This data is from Peptide-MHC class I binding affinity with 185,985 pairs from IEDB/IMGT. The task is: Regression. Given a peptide amino acid sequence and an MHC pseudo amino acid sequence, predict their binding affinity value. This is MHC class I binding data. (1) The peptide sequence is FQPSDYFPSV. The MHC is HLA-A02:06 with pseudo-sequence HLA-A02:06. The binding affinity (normalized) is 0.704. (2) The peptide sequence is TQRKKTLGF. The MHC is HLA-B35:01 with pseudo-sequence HLA-B35:01. The binding affinity (normalized) is 0.0847. (3) The peptide sequence is ETMKPAAMV. The MHC is HLA-B18:01 with pseudo-sequence HLA-B18:01. The binding affinity (normalized) is 0.0847. (4) The peptide sequence is LTKRFSLGML. The MHC is Mamu-A02 with pseudo-sequence Mamu-A02. The binding affinity (normalized) is 0.954. (5) The peptide sequence is FPFKYDAAF. The MHC is Mamu-A2201 with pseudo-sequence Mamu-A2201. The binding affinity (normalized) is 0.815.